Dataset: Reaction yield outcomes from USPTO patents with 853,638 reactions. Task: Predict the reaction yield, written as a fraction of the theoretical maximum amount of product (1.0 means a 100% yield; for example, 0.34 means a 34% yield). (1) The reactants are [F:1][C:2]([C:5]1[CH:10]=[C:9]([F:11])[CH:8]=[CH:7][C:6]=1[C:12]1[S:16][C:15]2[CH:17]=[C:18]([OH:21])[CH:19]=[CH:20][C:14]=2[C:13]=1[O:22][C:23]1[CH:28]=[CH:27][C:26](/[CH:29]=[CH:30]/[C:31]([O:33]C)=[O:32])=[CH:25][CH:24]=1)([F:4])[CH3:3]. The catalyst is C1COCC1.O. The product is [F:1][C:2]([C:5]1[CH:10]=[C:9]([F:11])[CH:8]=[CH:7][C:6]=1[C:12]1[S:16][C:15]2[CH:17]=[C:18]([OH:21])[CH:19]=[CH:20][C:14]=2[C:13]=1[O:22][C:23]1[CH:28]=[CH:27][C:26](/[CH:29]=[CH:30]/[C:31]([OH:33])=[O:32])=[CH:25][CH:24]=1)([F:4])[CH3:3]. The yield is 0.699. (2) The reactants are [CH3:1][O:2][C:3]([C:5]1[CH:13]=[CH:12][C:8]([C:9]([OH:11])=O)=[CH:7][CH:6]=1)=[O:4].C(N(CC)CC)C.CN(C(ON1N=NC2C=CC=NC1=2)=[N+](C)C)C.F[P-](F)(F)(F)(F)F.[NH2:45][CH:46]1[CH2:51][CH2:50][N:49]([CH2:52][C:53]2[CH:60]=[CH:59][C:56]([C:57]#[N:58])=[CH:55][CH:54]=2)[CH2:48][CH2:47]1.Cl. The catalyst is CN(C)C=O.O. The product is [C:57]([C:56]1[CH:55]=[CH:54][C:53]([CH2:52][N:49]2[CH2:48][CH2:47][CH:46]([NH:45][C:9]([C:8]3[CH:7]=[CH:6][C:5]([C:3]([O:2][CH3:1])=[O:4])=[CH:13][CH:12]=3)=[O:11])[CH2:51][CH2:50]2)=[CH:60][CH:59]=1)#[N:58]. The yield is 0.440. (3) The reactants are [OH:1][C:2]1[CH:9]=[C:8]([CH3:10])[C:5]([CH:6]=[O:7])=[C:4]([O:11][CH2:12][O:13][CH3:14])[CH:3]=1.[CH2:15]([O:22][C:23]1[CH:24]=[C:25](B(O)O)[CH:26]=[CH:27][CH:28]=1)[C:16]1[CH:21]=[CH:20][CH:19]=[CH:18][CH:17]=1.CCN(CC)CC. The catalyst is C(Cl)Cl.CC([O-])=O.CC([O-])=O.[Cu+2]. The product is [CH2:15]([O:22][C:23]1[CH:28]=[C:27]([CH:26]=[CH:25][CH:24]=1)[O:1][C:2]1[CH:9]=[C:8]([CH3:10])[C:5]([CH:6]=[O:7])=[C:4]([O:11][CH2:12][O:13][CH3:14])[CH:3]=1)[C:16]1[CH:21]=[CH:20][CH:19]=[CH:18][CH:17]=1. The yield is 0.340. (4) The reactants are C(OC([N:8]1[CH2:36][CH2:35][C:11]2([N:15]([C:16]([C:18]3[CH:23]=[CH:22][C:21]([CH:24]4[CH2:26][CH2:25]4)=[C:20]([CH2:27][C:28]4[CH:33]=[CH:32][C:31]([F:34])=[CH:30][CH:29]=4)[N:19]=3)=[O:17])[CH2:14][CH2:13][CH2:12]2)[CH2:10][CH2:9]1)=O)(C)(C)C.FC(F)(F)C(O)=O.C([O-])(O)=O.[Na+]. The catalyst is C(Cl)Cl. The product is [CH:24]1([C:21]2[CH:22]=[CH:23][C:18]([C:16]([N:15]3[C:11]4([CH2:35][CH2:36][NH:8][CH2:9][CH2:10]4)[CH2:12][CH2:13][CH2:14]3)=[O:17])=[N:19][C:20]=2[CH2:27][C:28]2[CH:29]=[CH:30][C:31]([F:34])=[CH:32][CH:33]=2)[CH2:26][CH2:25]1. The yield is 0.920. (5) The reactants are [C:1]([CH:4]([C:17](=[O:20])[CH2:18][CH3:19])[CH2:5][C:6]([C:8]1[CH:16]=[CH:15][CH:14]=[C:13]2[C:9]=1[CH2:10][CH2:11][CH2:12]2)=O)(=O)[CH3:2].[NH2:21][C:22]1[CH:27]=[CH:26][C:25]([S:28]([NH2:31])(=[O:30])=[O:29])=[CH:24][CH:23]=1.N. The catalyst is C(O)(=O)C.C(Cl)(Cl)Cl. The product is [CH2:12]1[C:13]2[C:9](=[C:8]([C:6]3[N:21]([C:22]4[CH:27]=[CH:26][C:25]([S:28]([NH2:31])(=[O:29])=[O:30])=[CH:24][CH:23]=4)[C:1]([CH3:2])=[C:4]([C:17](=[O:20])[CH2:18][CH3:19])[CH:5]=3)[CH:16]=[CH:15][CH:14]=2)[CH2:10][CH2:11]1. The yield is 0.148. (6) The reactants are I.[Cl:2][C:3]1[C:4]2[C:5]3[C:6](=[C:20]([CH3:23])[O:21][N:22]=3)[C:7](=[O:19])[N:8]([CH:13]3[CH2:18][CH2:17][CH2:16][NH:15][CH2:14]3)[C:9]=2[CH:10]=[CH:11][CH:12]=1.N1C=CC=CC=1CC[C:32](O)=[O:33].Cl.CN(C)[CH2:38][CH2:39][CH2:40][N:41]=[C:42]=NCC.[OH:47]N1C2N=CC=CC=2N=N1.C(N([CH2:62][CH3:63])CC)C. The catalyst is CN(C)C1C=CN=CC=1.CN(C)C=O. The product is [Cl:2][C:3]1[C:4]2[C:5]3[C:6](=[C:20]([CH3:23])[O:21][N:22]=3)[C:7](=[O:19])[N:8]([CH:13]3[CH2:18][CH2:17][CH2:16][N:15]([C:62](=[O:47])[CH2:63][O:33][C:32]4[CH:42]=[N:41][CH:40]=[CH:39][CH:38]=4)[CH2:14]3)[C:9]=2[CH:10]=[CH:11][CH:12]=1. The yield is 0.760. (7) The reactants are O[N:2]=[C:3]([C:8](=[O:14])[CH2:9][C:10]([O:12][CH3:13])=[O:11])[C:4]([O:6][CH3:7])=[O:5].[C:15](OC(=O)C)(=[O:17])[CH3:16]. The catalyst is [Pd]. The product is [C:15]([NH:2][CH:3]([C:8](=[O:14])[CH2:9][C:10]([O:12][CH3:13])=[O:11])[C:4]([O:6][CH3:7])=[O:5])(=[O:17])[CH3:16]. The yield is 0.530. (8) The reactants are [CH3:1][C:2]1[NH:6][N:5]=[C:4]([NH2:7])[CH:3]=1.[CH:8](=O)[CH2:9][CH2:10][CH3:11]. No catalyst specified. The product is [CH2:8]([N:7]([CH2:1][CH2:2][CH2:3][CH3:4])[C:4]1[CH:3]=[C:2]([CH3:1])[NH:6][N:5]=1)[CH2:9][CH2:10][CH3:11]. The yield is 0.530. (9) The reactants are [N:1]1([C:5]([C:7]2[C:17]([CH2:18][CH2:19][C@@H:20](O)[C:21]3[CH:26]=[CH:25][CH:24]=[CH:23][CH:22]=3)=[C:16]([OH:28])[C:10]3[N:11]=[C:12]([CH3:15])[N:13]([CH3:14])[C:9]=3[CH:8]=2)=[O:6])[CH2:4][CH2:3][CH2:2]1.C1(P(C2C=CC=CC=2)C2C=CC=CC=2)C=CC=CC=1.CC(OC(/N=N/C(OC(C)C)=O)=O)C. The catalyst is O1CCCC1. The product is [N:1]1([C:5]([C:7]2[C:17]3[CH2:18][CH2:19][C@@H:20]([C:21]4[CH:22]=[CH:23][CH:24]=[CH:25][CH:26]=4)[O:28][C:16]=3[C:10]3[N:11]=[C:12]([CH3:15])[N:13]([CH3:14])[C:9]=3[CH:8]=2)=[O:6])[CH2:2][CH2:3][CH2:4]1. The yield is 0.760. (10) The reactants are [O:1]1[CH2:5][CH2:4][CH:3]([C:6]([OH:8])=[O:7])[CH2:2]1.C([O-])([O-])=O.[K+].[K+].[CH2:15](Br)[C:16]1[CH:21]=[CH:20][CH:19]=[CH:18][CH:17]=1. The catalyst is CN(C=O)C.CCOC(C)=O. The product is [CH2:15]([O:7][C:6]([CH:3]1[CH2:4][CH2:5][O:1][CH2:2]1)=[O:8])[C:16]1[CH:21]=[CH:20][CH:19]=[CH:18][CH:17]=1. The yield is 0.980.